This data is from Reaction yield outcomes from USPTO patents with 853,638 reactions. The task is: Predict the reaction yield, written as a fraction of the theoretical maximum amount of product (1.0 means a 100% yield; for example, 0.34 means a 34% yield). (1) The reactants are [CH2:1]([O:3][C:4](=[O:12])[C:5]1[CH:10]=[CH:9][C:8](Br)=[CH:7][CH:6]=1)[CH3:2].[N:13]1[CH:18]=[CH:17][C:16](B(O)O)=[CH:15][CH:14]=1. The catalyst is O1CCOCC1.C(=O)([O-])[O-].[Na+].[Na+].C1C=CC([P]([Pd]([P](C2C=CC=CC=2)(C2C=CC=CC=2)C2C=CC=CC=2)([P](C2C=CC=CC=2)(C2C=CC=CC=2)C2C=CC=CC=2)[P](C2C=CC=CC=2)(C2C=CC=CC=2)C2C=CC=CC=2)(C2C=CC=CC=2)C2C=CC=CC=2)=CC=1. The product is [CH2:1]([O:3][C:4](=[O:12])[C:5]1[CH:10]=[CH:9][C:8]([C:16]2[CH:17]=[CH:18][N:13]=[CH:14][CH:15]=2)=[CH:7][CH:6]=1)[CH3:2]. The yield is 0.350. (2) The reactants are [F:1][C:2]1[CH:7]=[CH:6][CH:5]=[C:4]([F:8])[C:3]=1[C:9]1[C:17]2[C:12](=[CH:13][C:14]([C:18]([O:20]C)=[O:19])=[CH:15][CH:16]=2)[N:11]([C:22]2[CH:27]=[CH:26][C:25]([CH3:28])=[CH:24][CH:23]=2)[N:10]=1.[OH-].[Na+]. The catalyst is CO.O1CCCC1. The product is [F:8][C:4]1[CH:5]=[CH:6][CH:7]=[C:2]([F:1])[C:3]=1[C:9]1[C:17]2[C:12](=[CH:13][C:14]([C:18]([OH:20])=[O:19])=[CH:15][CH:16]=2)[N:11]([C:22]2[CH:23]=[CH:24][C:25]([CH3:28])=[CH:26][CH:27]=2)[N:10]=1. The yield is 0.990. (3) The reactants are [C:1](=O)([O-])[O-].[K+].[K+].[CH:7]([C:9]1[CH:17]=[CH:16][C:12]([C:13]([OH:15])=O)=[CH:11][CH:10]=1)=O.[CH3:18][OH:19]. The catalyst is C(Cl)Cl. The product is [CH3:18][O:19][C:13](=[O:15])[C:12]1[CH:11]=[CH:10][C:9]([C:7]#[CH:1])=[CH:17][CH:16]=1. The yield is 0.794.